This data is from Reaction yield outcomes from USPTO patents with 853,638 reactions. The task is: Predict the reaction yield, written as a fraction of the theoretical maximum amount of product (1.0 means a 100% yield; for example, 0.34 means a 34% yield). (1) The reactants are [Cl:1][C:2]1[CH:7]=[CH:6][CH:5]=[CH:4][C:3]=1[SH:8].Br[CH2:10][CH:11]([O:15][CH2:16][CH3:17])[O:12][CH2:13][CH3:14].C(=O)([O-])[O-].[K+].[K+]. The catalyst is CC(C)=O. The product is [Cl:1][C:2]1[CH:7]=[CH:6][CH:5]=[CH:4][C:3]=1[S:8][CH2:10][CH:11]([O:15][CH2:16][CH3:17])[O:12][CH2:13][CH3:14]. The yield is 0.800. (2) The reactants are [I:1][C:2]1[CH:9]=[CH:8][C:5]([CH:6]=O)=[CH:4][CH:3]=1.[CH3:10][C:11]([S:14]([NH2:16])=[O:15])([CH3:13])[CH3:12].CO.C(=O)(O)[O-].[Na+]. The catalyst is ClCCl.[O-]CC.[Ti+4].[O-]CC.[O-]CC.[O-]CC. The product is [I:1][C:2]1[CH:9]=[CH:8][C:5]([CH:6]=[N:16][S:14]([C:11]([CH3:13])([CH3:12])[CH3:10])=[O:15])=[CH:4][CH:3]=1. The yield is 0.930. (3) The reactants are [CH2:1]1[C:9]2[C:4](=[CH:5][CH:6]=[CH:7][CH:8]=2)[CH2:3][N:2]1[C:10]1[C:19]2[C:14](=[CH:15][CH:16]=[C:17](I)[CH:18]=2)[N:13]=[CH:12][N:11]=1.CC1(C)C(C)(C)OB([C:29]2[CH:30]=[C:31]3[CH:37]=[CH:36][N:35]([Si:38]([CH:45]([CH3:47])[CH3:46])([CH:42]([CH3:44])[CH3:43])[CH:39]([CH3:41])[CH3:40])[C:32]3=[N:33][CH:34]=2)O1.C(=O)([O-])O.[Na+].[I-]. The catalyst is O1CCOCC1.O.CC(=O)OCC.Cl[Pd](Cl)([P](C1C=CC=CC=1)(C1C=CC=CC=1)C1C=CC=CC=1)[P](C1C=CC=CC=1)(C1C=CC=CC=1)C1C=CC=CC=1. The product is [CH2:1]1[C:9]2[C:4](=[CH:5][CH:6]=[CH:7][CH:8]=2)[CH2:3][N:2]1[C:10]1[C:19]2[C:14](=[CH:15][CH:16]=[C:17]([C:29]3[CH:30]=[C:31]4[CH:37]=[CH:36][N:35]([Si:38]([CH:42]([CH3:44])[CH3:43])([CH:45]([CH3:47])[CH3:46])[CH:39]([CH3:40])[CH3:41])[C:32]4=[N:33][CH:34]=3)[CH:18]=2)[N:13]=[CH:12][N:11]=1. The yield is 0.330. (4) The reactants are Cl[S:2]([C:5]1[CH:15]=[CH:14][C:8]([O:9][CH2:10][C:11]([NH2:13])=[O:12])=[CH:7][CH:6]=1)(=[O:4])=[O:3].[CH3:16][O:17][C:18]1[CH:24]=[CH:23][C:21]([NH2:22])=[C:20]([N+:25]([O-:27])=[O:26])[CH:19]=1. The catalyst is N1C=CC=CC=1. The product is [CH3:16][O:17][C:18]1[CH:24]=[CH:23][C:21]([NH:22][S:2]([C:5]2[CH:15]=[CH:14][C:8]([O:9][CH2:10][C:11]([NH2:13])=[O:12])=[CH:7][CH:6]=2)(=[O:4])=[O:3])=[C:20]([N+:25]([O-:27])=[O:26])[CH:19]=1. The yield is 0.680.